Dataset: HIV replication inhibition screening data with 41,000+ compounds from the AIDS Antiviral Screen. Task: Binary Classification. Given a drug SMILES string, predict its activity (active/inactive) in a high-throughput screening assay against a specified biological target. (1) The compound is c1ccc(C2=Nc3nc4ccccc4n3C(c3ccccc3)C2)cc1. The result is 0 (inactive). (2) The drug is O=C1N=CC2(N=N2)C(=O)N1. The result is 0 (inactive). (3) The compound is O=C1NC(=O)N2CC(CI)OC2C1c1ccccc1. The result is 0 (inactive). (4) The result is 0 (inactive). The compound is N#Cc1c(N2CCCC2)ncn(Cc2ccccc2)c1=O. (5) The molecule is N#CCCN(c1ccc(C=O)cc1)S(=O)(=O)c1ccccc1. The result is 0 (inactive). (6) The molecule is CCCCCCCCCCCC(=O)OCCNC(=O)C[n+]1ccccc1. The result is 0 (inactive).